From a dataset of Experimentally validated miRNA-target interactions with 360,000+ pairs, plus equal number of negative samples. Binary Classification. Given a miRNA mature sequence and a target amino acid sequence, predict their likelihood of interaction. (1) The miRNA is hsa-miR-664a-5p with sequence ACUGGCUAGGGAAAAUGAUUGGAU. The protein sequence of the target gene is MTVKLGDGGSGEDGLKKLGKRAADEESLEGEGAGGADAAEESSGTKRDEKTPRAGADGPPAPPGAPQAPSPPQGSPQDQHHFLRSSVRPQSKRPRKDPPSAVGSGNAGGSGPRGKGAEGGGSSSGNVSGVAPAAPAGGSRSSSRNLGSSGGEKEEGKKVRRQWESWSTEDKNTFFEGLYEHGKDFEAIQNNIALKYKKKGKPASMVKNKEQVRHFYYRTWHKITKYIDFDHVFSRGLKKSSQELYGLICYGELRKKIGGCMDDKNATKLNELIQVGATTVRYKGRNLRIKAPMCRALKKL.... Result: 1 (interaction). (2) Result: 0 (no interaction). The miRNA is hsa-miR-4271 with sequence GGGGGAAGAAAAGGUGGGG. The protein sequence of the target gene is MPVSASLACKNYDYDYDSIQPYFYFDNDDEDFYHHQQGQTQPSAPSEDIWKKFELLPTPPLSPSRRQSLSTAEQLEMVSEFLGDDVVSQSFICDDADYSQSFIKSIIIQDCMWSGFSAAAKLEKVVSERLASLHAERKELMSDSNSNRLNASYLQDLSTSASECIDPSVVFPYPLTECGKAGKVASPQPMLVLDTPPNSSSSSGSDSEDEEEEDEEEEEEEEEEEEEEEEEEIDVVTVEKRQKRHETDASESRYPSPLVLKRCHVSTHQHNYAAHPSTRHDQPAVKRLRLEASNNHSINS.... (3) The miRNA is hsa-miR-653-5p with sequence GUGUUGAAACAAUCUCUACUG. The protein sequence of the target gene is MIFPVARYALRWLRRPEDRAFSRAAMEMALRGVRKVLCVAEKNDAAKGIADLLSNGRMRRREGLSKFNKIYEFDYHLYGQNVTMVMTSVSGHLLAHDFQMQFRKWQSCNPLVLFEAEIEKYCPENFVDIKKTLERETRQCQALVIWTDCDREGENIGFEIIHVCKAVKPNLQVLRARFSEITPHAVRTACENLTEPDQRVSDAVDVRQELDLRIGAAFTRFQTLRLQRIFPEVLAEQLISYGSCQFPTLGFVVERFKAIQAFVPEIFHRIKVTHDHKDGIVEFNWKRHRLFNHTACLVLY.... Result: 0 (no interaction). (4) The miRNA is hsa-miR-140-3p with sequence UACCACAGGGUAGAACCACGG. The protein sequence of the target gene is MGTGDFICISMTGGAPWGFRLQGGKEQKQPLQVAKIRNQSKASGSGLCEGDEVVSINGNPCADLTYPEVIKLMESITDSLQMLIKRPSSGISEALISENENKNLEHLTHGGYVESTTLQIRPATKTQCTEFFLAPVKTEVPLAENQRSGPDCAGSLKEETGPSYQRAPQMPDSQRGRVAEELILREKVEAVQPGPVVELQLSLSQERHKGASGPLVALPGAEKSKSPDPDPNLSHDRIVHINSIPTNEKADPFLRSSKIIQISSGRELRVIQESEAGDAGLPRVEVILDCSDRQKTEGCR.... Result: 0 (no interaction). (5) The miRNA is mmu-miR-3102-5p with sequence GUGAGUGGCCAGGGUGGGGCUG. The protein sequence of the target gene is MDLRTAVYNAARDGKLQLLQKLLSGRSREELDELTGEVAGGGTPLLIAARYGHLDVVEYLVDRCGASVEAGGSVHFDGETIEGAPPLWAASAAGHLDVVRSLLRRGASVNRTTRTNSTPLRAACFDGHLEVVRYLVGEHQADLEVANRHGHTCLMISCYKGHREIARYLLEQGAQVNRRSAKGNTALHDCAESGSLEILQLLLGCKARMERDGYGMTPLLAASVTGHTNIVEYLIQEQPGQEQVAGGEAQPGLPQEDPSTSQGCAQPQGAPCCSSSPEEPLNGESYESCCPTSREAAVEA.... Result: 0 (no interaction). (6) The miRNA is hsa-miR-4786-3p with sequence UGAAGCCAGCUCUGGUCUGGGC. The protein sequence of the target gene is MAKMEVKTSLLDNMIGVGDMVLLEPLNEETFINNLKKRFDHSEIYTYIGSVVISVNPYRSLPIYSPEKVEEYRNRNFYELSPHIFALSDEAYRSLRDQDKDQCILITGESGAGKTEASKLVMSYVAAVCGKGAEVNQVKEQLLQSNPVLEAFGNAKTVRNDNSSRFGKYMDIEFDFKGDPLGGVISNYLLEKSRVVKQPRGERNFHVFYQLLSGASEELLNKLKLERDFSRYNYLSLDSAKVNGVDDAANFRTVRNAMQIVGFMDHEAESVLAVVAAVLKLGNIEFKPESRVNGLDESKI.... Result: 0 (no interaction). (7) The miRNA is hsa-miR-499a-5p with sequence UUAAGACUUGCAGUGAUGUUU. The protein sequence of the target gene is MTRDFKPGDLIFAKMKGYPHWPARVDEVPDGAVKPPTNKLPIFFFGTHETAFLGPKDIFPYSENKEKYGKPNKRKGFNEGLWEIDNNPKVKFSSQQASTKQSNASSDVEVEEKETNVSKEDTDQEEKASNEDVTKAVDITTPKAARRGRKRKAEKQVDTEEAGMVTAATASNVKASPKRGRPAATEVKIPKPRGRPKVVKQPCPSDGDMVIDEDKSKKKGPEEKQPKKQLKKEEEGQKEEEKPRKEPDKKEGKKEVESKRKNLAKPGVTSTSDSEDEDDQEGEKKRKGGRNFQAAHRRNM.... Result: 0 (no interaction). (8) The miRNA is hsa-miR-8083 with sequence CAGGACUUGACGGCUGCAACU. The protein sequence of the target gene is MCSAFHRAESGTELLARLEGRSSLKEIEPNLFADEDSPVHGDILEFHGPEGTGKTEMLYHLTARCILPKSEGGLEVEVLFIDTDYHFDMLRLVTILEHRLSQSSEEIIKYCLGRFFLVYCSSSTHLLLTLYSLESMFCSHPSLCLLILDSLSAFYWIDRVNGGESVNLQESTLRKCSQCLEKLVNDYRLVLFATTQTIMQKASSSSEEPSHASRRLCDVDIDYRPYLCKAWQQLVKHRMFFSKQDDSQSSNQFSLVSRCLKSNSLKKHFFIIGESGVEFC. Result: 1 (interaction). (9) The miRNA is hsa-miR-1909-3p with sequence CGCAGGGGCCGGGUGCUCACCG. The protein sequence of the target gene is MAGVEQAASFGGHLNGDLDPDDREEGTSSTAEEAAKKKRRKKKKGKGAVSAVQQELDKESGALVDEVAKQLESQALEEKERDDDDEDGDGDADGATGKKKKKKKKKRGPKVQTDPPSVPICDLYPNGVFPKGQECEYPPTQDGRTAAWRTTSEEKKALDQASEEIWNDFREAAEAHRQVRKYVMSWIKPGMTMIEICEKLEDCSRKLIKENGLNAGLAFPTGCSLNNCAAHYTPNAGDTTVLQYDDICKIDFGTHISGRIIDCAFTVTFNPKYDILLTAVKDATNTGIKCAGIDVRLCDV.... Result: 0 (no interaction).